From a dataset of Catalyst prediction with 721,799 reactions and 888 catalyst types from USPTO. Predict which catalyst facilitates the given reaction. Reactant: [C:1]([O:5][C:6]([NH:8][CH2:9][CH:10](OS(C)(=O)=O)[CH2:11][CH2:12]OS(C)(=O)=O)=[O:7])([CH3:4])([CH3:3])[CH3:2].O.[S-2:24].[Na+].[Na+]. Product: [C:1]([O:5][C:6](=[O:7])[NH:8][CH2:9][CH:10]1[CH2:11][CH2:12][S:24]1)([CH3:2])([CH3:3])[CH3:4]. The catalyst class is: 5.